Dataset: Forward reaction prediction with 1.9M reactions from USPTO patents (1976-2016). Task: Predict the product of the given reaction. (1) Given the reactants [CH3:1][C:2]([CH3:59])([CH2:10][C:11]([O:13][C@H:14]1[CH2:31][CH2:30][C@@:29]2([CH3:32])[C@@H:16]([CH2:17][CH2:18][C@:19]3([CH3:56])[C@@H:28]2[CH2:27][CH2:26][C@H:25]2[C@@:20]3([CH3:55])[CH2:21][CH2:22][C@@:23]3(/[CH:40]=[CH:41]/[C:42]([NH:44][C:45]4([C:48]5[N:53]=[CH:52][C:51]([Cl:54])=[CH:50][N:49]=5)[CH2:47][CH2:46]4)=[O:43])[CH2:35][C:34](=[O:36])[C:33]([CH:37]([CH3:39])[CH3:38])=[C:24]32)[C:15]1([CH3:58])[CH3:57])=[O:12])[C:3]([O:5]C(C)(C)C)=[O:4].C(O)(C(F)(F)F)=O, predict the reaction product. The product is: [Cl:54][C:51]1[CH:52]=[N:53][C:48]([C:45]2([NH:44][C:42](=[O:43])/[CH:41]=[CH:40]/[C@:23]34[CH2:35][C:34](=[O:36])[C:33]([CH:37]([CH3:38])[CH3:39])=[C:24]3[C@@H:25]3[C@@:20]([CH3:55])([CH2:21][CH2:22]4)[C@@:19]4([CH3:56])[C@@H:28]([C@:29]5([CH3:32])[C@@H:16]([CH2:17][CH2:18]4)[C:15]([CH3:57])([CH3:58])[C@@H:14]([O:13][C:11](=[O:12])[CH2:10][C:2]([CH3:1])([CH3:59])[C:3]([OH:5])=[O:4])[CH2:31][CH2:30]5)[CH2:27][CH2:26]3)[CH2:47][CH2:46]2)=[N:49][CH:50]=1. (2) Given the reactants [CH2:1]([NH:8][C:9]1[N:14]2[N:15]=[CH:16][C:17]([C:18](O)=[O:19])=[C:13]2[N:12]=[CH:11][C:10]=1[C:21]([N:23]1[CH2:28][CH2:27][CH:26]([C:29]2[S:30][CH:31]=[CH:32][CH:33]=2)[CH2:25][CH2:24]1)=[O:22])[C:2]1[CH:7]=[CH:6][CH:5]=[CH:4][CH:3]=1.[CH3:34][S:35]([NH2:38])(=[O:37])=[O:36], predict the reaction product. The product is: [CH2:1]([NH:8][C:9]1[N:14]2[N:15]=[CH:16][C:17]([C:18]([NH:38][S:35]([CH3:34])(=[O:37])=[O:36])=[O:19])=[C:13]2[N:12]=[CH:11][C:10]=1[C:21]([N:23]1[CH2:28][CH2:27][CH:26]([C:29]2[S:30][CH:31]=[CH:32][CH:33]=2)[CH2:25][CH2:24]1)=[O:22])[C:2]1[CH:3]=[CH:4][CH:5]=[CH:6][CH:7]=1. (3) Given the reactants C(N(CC)CC)C.[OH:8][C:9]1[CH:10]=[CH:11][CH:12]=[C:13]2[C:18]=1[O:17][C:16]([N:19]1[CH2:24][CH2:23][O:22][CH2:21][CH2:20]1)=[CH:15][C:14]2=[O:25].C1(N([S:33]([C:36]([F:39])([F:38])[F:37])(=[O:35])=[O:34])[S:33]([C:36]([F:39])([F:38])[F:37])(=[O:35])=[O:34])C=CC=CC=1.O, predict the reaction product. The product is: [N:19]1([C:16]2[O:17][C:18]3[C:13]([C:14](=[O:25])[CH:15]=2)=[CH:12][CH:11]=[CH:10][C:9]=3[O:8][S:33]([C:36]([F:39])([F:38])[F:37])(=[O:35])=[O:34])[CH2:20][CH2:21][O:22][CH2:23][CH2:24]1. (4) Given the reactants [Cl:1][C:2]1[CH:3]=[C:4]([C:26]([OH:28])=O)[C:5]2[C:10](/[CH:11]=[CH:12]/[C:13]3[CH:18]=[CH:17][C:16]([Cl:19])=[CH:15][CH:14]=3)=[N:9][N:8]([CH:20]3[CH2:25][CH2:24][CH2:23][CH2:22][O:21]3)[C:6]=2[N:7]=1.[C:29]([N:36]1[CH2:41][CH2:40][NH:39][CH2:38][CH2:37]1)([O:31][C:32]([CH3:35])([CH3:34])[CH3:33])=[O:30].ON1C2C=CC=CC=2N=N1.Cl.CN(C)CCCN=C=NCC, predict the reaction product. The product is: [C:32]([O:31][C:29]([N:36]1[CH2:41][CH2:40][N:39]([C:26]([C:4]2[C:5]3[C:10](/[CH:11]=[CH:12]/[C:13]4[CH:18]=[CH:17][C:16]([Cl:19])=[CH:15][CH:14]=4)=[N:9][N:8]([CH:20]4[CH2:25][CH2:24][CH2:23][CH2:22][O:21]4)[C:6]=3[N:7]=[C:2]([Cl:1])[CH:3]=2)=[O:28])[CH2:38][CH2:37]1)=[O:30])([CH3:35])([CH3:33])[CH3:34]. (5) Given the reactants Br[C:2]1[CH:3]=[C:4]([CH:6]=[CH:7][C:8]=1[Br:9])[NH2:5].C[Si]([C:14]#[CH:15])(C)C.C([O-])([O-])=O.[K+].[K+], predict the reaction product. The product is: [Br:9][C:8]1[CH:7]=[CH:6][C:4]([NH2:5])=[CH:3][C:2]=1[C:14]#[CH:15]. (6) Given the reactants C(OP([CH2:9][C:10]#[N:11])(=O)OCC)C.C[Si]([N-][Si](C)(C)C)(C)C.[Li+].[CH2:22]([O:24][C:25]1[CH:26]=[C:27]([C:33]([C:35]2[CH:40]=[CH:39][C:38]([O:41][CH3:42])=[C:37]([F:43])[CH:36]=2)=O)[CH:28]=[CH:29][C:30]=1[O:31][CH3:32])[CH3:23], predict the reaction product. The product is: [CH2:22]([O:24][C:25]1[CH:26]=[C:27]([C:33]([C:35]2[CH:40]=[CH:39][C:38]([O:41][CH3:42])=[C:37]([F:43])[CH:36]=2)=[CH:9][C:10]#[N:11])[CH:28]=[CH:29][C:30]=1[O:31][CH3:32])[CH3:23]. (7) Given the reactants C([O:8][C:9]1[CH:14]=[CH:13][C:12]([N:15]2[C:19]([CH3:20])=[C:18]([C:21]3[CH:26]=[CH:25][C:24]([O:27][CH3:28])=[CH:23][CH:22]=3)[C:17]([CH3:29])=[N:16]2)=[CH:11][CH:10]=1)C1C=CC=CC=1, predict the reaction product. The product is: [CH3:28][O:27][C:24]1[CH:23]=[CH:22][C:21]([C:18]2[C:17]([CH3:29])=[N:16][N:15]([C:12]3[CH:11]=[CH:10][C:9]([OH:8])=[CH:14][CH:13]=3)[C:19]=2[CH3:20])=[CH:26][CH:25]=1.